From a dataset of Full USPTO retrosynthesis dataset with 1.9M reactions from patents (1976-2016). Predict the reactants needed to synthesize the given product. Given the product [CH2:1]([O:3][C:4]1[CH:5]=[C:6]([F:35])[C:7]([CH2:8][N:9]2[C:13]3[CH2:14][CH2:15][CH2:16][C:12]=3[C:11]([C:17]3[N:22]=[C:21]([NH:23][C:24]4[CH:25]=[CH:26][N:27]=[CH:28][CH:29]=4)[C:20]([OH:30])=[CH:19][N:18]=3)=[N:10]2)=[C:32]([F:34])[CH:33]=1)[CH3:2], predict the reactants needed to synthesize it. The reactants are: [CH2:1]([O:3][C:4]1[CH:33]=[C:32]([F:34])[C:7]([CH2:8][N:9]2[C:13]3[CH2:14][CH2:15][CH2:16][C:12]=3[C:11]([C:17]3[N:22]=[C:21]([NH:23][C:24]4[CH:29]=[CH:28][N:27]=[CH:26][CH:25]=4)[C:20]([O:30]C)=[CH:19][N:18]=3)=[N:10]2)=[C:6]([F:35])[CH:5]=1)[CH3:2].C(=O)([O-])[O-].[K+].[K+].C1(S)C=CC=CC=1.